The task is: Predict the reaction yield, written as a fraction of the theoretical maximum amount of product (1.0 means a 100% yield; for example, 0.34 means a 34% yield).. This data is from Reaction yield outcomes from USPTO patents with 853,638 reactions. (1) The reactants are [C:1]([C:5]1[CH:9]=[C:8]([NH2:10])[N:7]([C:11]2[CH:16]=[CH:15][C:14]([C:17]([CH3:20])([CH3:19])[CH3:18])=[CH:13][CH:12]=2)[N:6]=1)([CH3:4])([CH3:3])[CH3:2].Cl[C:22]([O:24][C:25]1[CH:30]=[CH:29][CH:28]=[CH:27][CH:26]=1)=[O:23]. No catalyst specified. The product is [C:1]([C:5]1[CH:9]=[C:8]([NH:10][C:22](=[O:23])[O:24][C:25]2[CH:30]=[CH:29][CH:28]=[CH:27][CH:26]=2)[N:7]([C:11]2[CH:12]=[CH:13][C:14]([C:17]([CH3:20])([CH3:19])[CH3:18])=[CH:15][CH:16]=2)[N:6]=1)([CH3:4])([CH3:3])[CH3:2]. The yield is 0.660. (2) The reactants are [Br:1][C:2]1[CH:3]=[N+:4]([O-])[CH:5]=[C:6]([O:8][CH2:9][CH3:10])[CH:7]=1.O=P(Cl)(Cl)[Cl:14]. The catalyst is C(Cl)Cl. The product is [Br:1][C:2]1[CH:7]=[C:6]([O:8][CH2:9][CH3:10])[C:5]([Cl:14])=[N:4][CH:3]=1. The yield is 0.330. (3) The reactants are [NH2:1][C:2]1[CH:3]=[CH:4][C:5]2[NH:10][C:9](=[O:11])[O:8][C:7]([CH3:13])([CH3:12])[C:6]=2[CH:14]=1.C(N(CC)CC)C.[Cl:22][C:23]1[C:28]([Cl:29])=[CH:27][CH:26]=[CH:25][C:24]=1[S:30](Cl)(=[O:32])=[O:31]. The catalyst is C(Cl)Cl. The product is [Cl:22][C:23]1[C:28]([Cl:29])=[CH:27][CH:26]=[CH:25][C:24]=1[S:30]([NH:1][C:2]1[CH:3]=[CH:4][C:5]2[NH:10][C:9](=[O:11])[O:8][C:7]([CH3:12])([CH3:13])[C:6]=2[CH:14]=1)(=[O:32])=[O:31]. The yield is 0.0800. (4) The reactants are [O:1]1[C:5]2[CH:6]=[CH:7][C:8]([C:10]3([CH2:25][C:26](O)=[O:27])[C:18]4[C:13](=[CH:14][CH:15]=[CH:16][CH:17]=4)[N:12]([CH2:19][CH2:20][CH2:21][CH2:22][CH3:23])[C:11]3=[O:24])=[CH:9][C:4]=2[O:3][CH2:2]1.C(Cl)(=O)C(Cl)=O.[Sn](Cl)(Cl)(Cl)Cl. The catalyst is CN(C=O)C.C1(C)C=CC=CC=1.ClCCl. The product is [CH2:19]([N:12]1[C:13]2[C:18](=[CH:17][CH:16]=[CH:15][CH:14]=2)[C:10]2([C:8]3[C:7](=[CH:6][C:5]4[O:1][CH2:2][O:3][C:4]=4[CH:9]=3)[C:26](=[O:27])[CH2:25]2)[C:11]1=[O:24])[CH2:20][CH2:21][CH2:22][CH3:23]. The yield is 0.670. (5) The reactants are [NH3:1].Cl[C:3]1[N:8]=[CH:7][N:6]=[C:5]([NH:9][C:10]2[CH:18]=[C:17]3[C:13]([CH:14]=[CH:15][NH:16]3)=[CH:12][CH:11]=2)[CH:4]=1. The catalyst is CO. The product is [NH2:1][C:3]1[N:8]=[CH:7][N:6]=[C:5]([NH:9][C:10]2[CH:18]=[C:17]3[C:13]([CH:14]=[CH:15][NH:16]3)=[CH:12][CH:11]=2)[CH:4]=1. The yield is 0.780. (6) The reactants are [C:1]([NH:5][S:6]([CH2:9][CH2:10][CH2:11]Cl)(=[O:8])=[O:7])([CH3:4])([CH3:3])[CH3:2].[Li]CCCC. The catalyst is C1COCC1. The product is [C:1]([NH:5][S:6]([CH:9]1[CH2:11][CH2:10]1)(=[O:8])=[O:7])([CH3:4])([CH3:3])[CH3:2]. The yield is 0.560. (7) The reactants are [OH:1][C:2]1[CH:11]=[CH:10][C:5]([C:6]([O:8][CH3:9])=[O:7])=[CH:4][CH:3]=1.F[C:13]1[CH:18]=[CH:17][CH:16]=[CH:15][C:14]=1[N+:19]([O-:21])=[O:20].[CH3:22][O:23][C:24]([C:26]1[CH:39]=[CH:38][C:29]([O:30][C:31]2[CH:37]=[CH:36][CH:35]=[CH:34][C:32]=2[NH2:33])=[CH:28][CH:27]=1)=[O:25].[NH2:40][C:41]1[S:42][CH:43]=[CH:44][N:45]=1. No catalyst specified. The product is [CH3:9][O:8][C:6]([C:5]1[CH:4]=[CH:3][C:2]([O:1][C:13]2[CH:18]=[CH:17][CH:16]=[CH:15][C:14]=2[N+:19]([O-:21])=[O:20])=[CH:11][CH:10]=1)=[O:7].[CH3:22][O:23][C:24]([C:26]1[CH:39]=[CH:38][C:29]([O:30][C:31]2[CH:37]=[CH:36][CH:35]=[CH:34][C:32]=2[NH:33][C:2]([NH:40][C:41]2[S:42][CH:43]=[CH:44][N:45]=2)=[O:1])=[CH:28][CH:27]=1)=[O:25]. The yield is 0.580. (8) The yield is 0.420. The reactants are [CH3:1][N:2]1[C:10]2[C:5](=[CH:6][CH:7]=[CH:8][C:9]=2[CH2:11][C:12]([NH2:14])=[O:13])[CH:4]=[CH:3]1.[F:15][C:16]1[CH:17]=[C:18]2[C:22](=[CH:23][CH:24]=1)[NH:21][CH:20]=[C:19]2[C:25](=O)[C:26](OC)=[O:27].CC(C)([O-])C.[K+].C1COCC1. The catalyst is CN(C=O)C. The product is [F:15][C:16]1[CH:17]=[C:18]2[C:22](=[CH:23][CH:24]=1)[NH:21][CH:20]=[C:19]2[C:25]1[C:26](=[O:27])[NH:14][C:12](=[O:13])[C:11]=1[C:9]1[CH:8]=[CH:7][CH:6]=[C:5]2[C:10]=1[N:2]([CH3:1])[CH:3]=[CH:4]2. (9) The reactants are [NH2:1][C:2]1[CH:7]=[CH:6][CH:5]=[CH:4][C:3]=1[OH:8].[F:9][C:10]([F:25])([F:24])[C:11]1[CH:12]=[C:13]([CH:17]=[C:18]([C:20]([F:23])([F:22])[F:21])[CH:19]=1)[C:14](Cl)=[O:15].Cl.[OH-].[Na+]. The catalyst is ClCCl.N1C=CC=CC=1. The product is [F:9][C:10]([F:24])([F:25])[C:11]1[CH:12]=[C:13]([CH:17]=[C:18]([C:20]([F:23])([F:21])[F:22])[CH:19]=1)[C:14]([NH:1][C:2]1[CH:7]=[CH:6][CH:5]=[CH:4][C:3]=1[OH:8])=[O:15]. The yield is 0.736. (10) The reactants are CCCC[N+](CCCC)(CCCC)CCCC.[F-].C([SiH2][O:24][C:25](C)(C)[C:26]1[CH:27]=[C:28]([CH2:33][CH2:34][NH:35][C:36](=[O:38])[CH3:37])[CH:29]=[CH:30][C:31]=1[Cl:32])(C)(C)C.[NH4+].[Cl-]. The catalyst is C1COCC1. The product is [Cl:32][C:31]1[CH:30]=[CH:29][C:28]([CH2:33][CH2:34][NH:35][C:36](=[O:38])[CH3:37])=[CH:27][C:26]=1[CH2:25][OH:24]. The yield is 0.790.